Task: Predict which catalyst facilitates the given reaction.. Dataset: Catalyst prediction with 721,799 reactions and 888 catalyst types from USPTO (1) Reactant: [CH2:1]([C@H:8]1[CH2:13][N:12]([C:14]2[CH:19]=[CH:18][C:17]([O:20][CH3:21])=[C:16]([O:22][CH:23]3[CH2:27][CH2:26][CH2:25][CH2:24]3)[CH:15]=2)[CH2:11][CH2:10][N:9]1[C:28](=[O:34])[C:29]([O:31]CC)=O)[C:2]1[CH:7]=[CH:6][CH:5]=[CH:4][CH:3]=1.[NH3:35].[C-]#N.[Na+]. Product: [CH2:1]([C@H:8]1[CH2:13][N:12]([C:14]2[CH:19]=[CH:18][C:17]([O:20][CH3:21])=[C:16]([O:22][CH:23]3[CH2:27][CH2:26][CH2:25][CH2:24]3)[CH:15]=2)[CH2:11][CH2:10][N:9]1[C:28](=[O:34])[C:29]([NH2:35])=[O:31])[C:2]1[CH:3]=[CH:4][CH:5]=[CH:6][CH:7]=1. The catalyst class is: 5. (2) Reactant: [NH2:1][C:2]1[CH:7]=[CH:6][C:5]([C:8]2[N:9]=[C:10]([N:30]3[CH2:35][CH2:34][O:33][CH2:32][CH2:31]3)[C:11]3[N:16]=[N:15][N:14]([CH:17]4[CH2:22][CH2:21][N:20]([C:23]([O:25][C:26]([CH3:29])([CH3:28])[CH3:27])=[O:24])[CH2:19][CH2:18]4)[C:12]=3[N:13]=2)=[CH:4][CH:3]=1.[N:36]([C:39]([O:41][CH3:42])=[O:40])=[C:37]=[O:38]. Product: [CH3:42][O:41][C:39]([NH:36][C:37]([NH:1][C:2]1[CH:3]=[CH:4][C:5]([C:8]2[N:9]=[C:10]([N:30]3[CH2:31][CH2:32][O:33][CH2:34][CH2:35]3)[C:11]3[N:16]=[N:15][N:14]([CH:17]4[CH2:18][CH2:19][N:20]([C:23]([O:25][C:26]([CH3:29])([CH3:27])[CH3:28])=[O:24])[CH2:21][CH2:22]4)[C:12]=3[N:13]=2)=[CH:6][CH:7]=1)=[O:38])=[O:40]. The catalyst class is: 64. (3) Reactant: C[O:2][C:3](=[O:23])[C:4]1[CH:9]=[CH:8][N:7]=[C:6]([NH:10][C:11](=[O:22])[CH2:12][O:13][C:14]2[CH:19]=[CH:18][C:17]([Cl:20])=[CH:16][C:15]=2[Cl:21])[CH:5]=1.[I-].[Li+]. Product: [Cl:21][C:15]1[CH:16]=[C:17]([Cl:20])[CH:18]=[CH:19][C:14]=1[O:13][CH2:12][C:11]([NH:10][C:6]1[CH:5]=[C:4]([CH:9]=[CH:8][N:7]=1)[C:3]([OH:23])=[O:2])=[O:22]. The catalyst class is: 17. (4) Reactant: C(O)C.[CH3:4][C@@H:5]([C@@H:13]1[C@@:17]2([CH3:33])[CH2:18][CH2:19][CH2:20]/[C:21](=[CH:22]\[CH:23]=[C:24]3\[CH2:25][C@@H:26]([OH:32])[CH2:27][C@H:28](O)[C:29]\3=[CH2:30])/[C@@H:16]2[CH2:15][CH2:14]1)[CH2:6][CH2:7][CH2:8][C:9]([OH:12])([CH3:11])[CH3:10].CC(C)=O. Product: [CH3:4][C@@H:5]([C@@H:13]1[C@@:17]2([CH3:33])[CH2:18][CH2:19][CH2:20]/[C:21](=[CH:22]\[CH:23]=[C:24]3\[CH2:25][C@@H:26]([OH:32])[CH2:27][CH2:28][C:29]\3=[CH2:30])/[C@@H:16]2[CH2:15][CH2:14]1)[CH2:6][CH2:7][CH2:8][C:9]([OH:12])([CH3:10])[CH3:11]. The catalyst class is: 16. (5) Reactant: [NH:1]1[CH2:6][CH2:5][CH2:4][CH2:3][CH:2]1[CH2:7][CH2:8]O.[ClH:10]. Product: [ClH:10].[Cl:10][CH2:8][CH2:7][CH:2]1[CH2:3][CH2:4][CH2:5][CH2:6][NH:1]1. The catalyst class is: 12. (6) Reactant: [Cl:1][C:2]1[N:7]=[C:6]([Cl:8])[CH:5]=[C:4](Cl)[N:3]=1.[CH3:10][O-:11].[Na+]. Product: [Cl:1][C:2]1[N:7]=[C:6]([Cl:8])[CH:5]=[C:4]([O:11][CH3:10])[N:3]=1. The catalyst class is: 1.